This data is from Forward reaction prediction with 1.9M reactions from USPTO patents (1976-2016). The task is: Predict the product of the given reaction. (1) The product is: [C:3]([C:5]1[CH:10]=[C:9]([NH:24][C:16](=[O:17])[C:15]2[CH:19]=[CH:20][CH:21]=[C:13]([C:12]([F:23])([F:22])[F:11])[CH:14]=2)[CH:8]=[CH:7][CH:6]=1)(=[O:4])[CH3:2]. Given the reactants N[CH2:2][C:3]([C:5]1[CH:10]=[CH:9][CH:8]=[CH:7][CH:6]=1)=[O:4].[F:11][C:12]([F:23])([F:22])[C:13]1[CH:14]=[C:15]([CH:19]=[CH:20][CH:21]=1)[C:16](Cl)=[O:17].[N:24]1C=CC=CC=1, predict the reaction product. (2) Given the reactants C1(C)C=CC=CC=1P(C1C=CC=CC=1C)C1C=CC=CC=1C.C(N(CC)CC)C.[C:30]([O:34][C:35]([CH3:38])([CH3:37])[CH3:36])(=[O:33])[CH:31]=[CH2:32].Br[C:40]1[CH:41]=[C:42]([CH2:61][CH2:62][C:63]([O:65][CH3:66])=[O:64])[C:43]2[CH2:44][CH2:45][CH:46]([NH:50][S:51]([C:54]3[CH:59]=[CH:58][C:57]([Cl:60])=[CH:56][CH:55]=3)(=[O:53])=[O:52])[CH2:47][C:48]=2[CH:49]=1, predict the reaction product. The product is: [Cl:60][C:57]1[CH:56]=[CH:55][C:54]([S:51]([NH:50][CH:46]2[CH2:47][C:48]3[C:49]([CH:32]=[CH:31][C:30]([O:34][C:35]([CH3:38])([CH3:37])[CH3:36])=[O:33])=[CH:40][CH:41]=[C:42]([CH2:61][CH2:62][C:63]([O:65][CH3:66])=[O:64])[C:43]=3[CH2:44][CH2:45]2)(=[O:53])=[O:52])=[CH:59][CH:58]=1. (3) Given the reactants [CH2:1]([S:3]([C:6]1[CH:7]=[C:8]([C:12]2[CH:20]=[CH:19][C:18]([O:21][CH2:22][CH:23]3[CH2:28][CH2:27][N:26]([CH3:29])[CH2:25][CH2:24]3)=[C:17]3[C:13]=2[C:14]2[CH:33]=[C:32]([CH3:34])[CH:31]=[N:30][C:15]=2[NH:16]3)[CH:9]=[CH:10][CH:11]=1)(=O)=O)[CH3:2].C(O)(C(F)(F)F)=O, predict the reaction product. The product is: [CH2:1]([S:3][C:6]1[CH:7]=[C:8]([C:12]2[CH:20]=[CH:19][C:18]([O:21][CH2:22][CH:23]3[CH2:24][CH2:25][N:26]([CH3:29])[CH2:27][CH2:28]3)=[C:17]3[C:13]=2[C:14]2[CH:33]=[C:32]([CH3:34])[CH:31]=[N:30][C:15]=2[NH:16]3)[CH:9]=[CH:10][CH:11]=1)[CH3:2]. (4) Given the reactants C[C:2]1[C:3]([I:15])=[C:4]([O:13][CH3:14])[C:5]([I:12])=[C:6]([C:10]=1[I:11])[C:7](O)=[O:8].C(Cl)(=O)C([Cl:19])=O, predict the reaction product. The product is: [CH3:14][O:13][C:4]1[C:5]([I:12])=[C:6]([C:10]([I:11])=[CH:2][C:3]=1[I:15])[C:7]([Cl:19])=[O:8]. (5) Given the reactants [Cl:1][C:2]1[C:7]([Cl:8])=[CH:6][CH:5]=[CH:4][C:3]=1[CH2:9][CH2:10][O:11][CH2:12][C:13]([OH:15])=O.CN(C(ON1N=NC2C=CC=NC1=2)=[N+](C)C)C.F[P-](F)(F)(F)(F)F.C(N(CC)CC)C.[NH:47]1[CH2:52][CH2:51][CH:50]([OH:53])[CH2:49][CH2:48]1, predict the reaction product. The product is: [Cl:1][C:2]1[C:7]([Cl:8])=[CH:6][CH:5]=[CH:4][C:3]=1[CH2:9][CH2:10][O:11][CH2:12][C:13]([N:47]1[CH2:52][CH2:51][CH:50]([OH:53])[CH2:49][CH2:48]1)=[O:15]. (6) Given the reactants [O:1]=[C:2]1[N:7]([CH2:8][C:9]([OH:11])=O)[N:6]=[N:5][C:4]2[CH:12]=[CH:13][CH:14]=[CH:15][C:3]1=2.Cl.[F:17][C:18]([F:31])([F:30])[O:19][C:20]1[CH:25]=[CH:24][C:23]([C@@H:26]([NH2:29])[CH2:27][CH3:28])=[CH:22][CH:21]=1.C(N(C(C)C)C(C)C)C.Cl.C(N=C=NCCCN(C)C)C.N1(O)C2C=CC=CC=2N=N1, predict the reaction product. The product is: [O:1]=[C:2]1[N:7]([CH2:8][C:9]([NH:29][C@H:26]([C:23]2[CH:22]=[CH:21][C:20]([O:19][C:18]([F:17])([F:30])[F:31])=[CH:25][CH:24]=2)[CH2:27][CH3:28])=[O:11])[N:6]=[N:5][C:4]2[CH:12]=[CH:13][CH:14]=[CH:15][C:3]1=2.